Predict the product of the given reaction. From a dataset of Forward reaction prediction with 1.9M reactions from USPTO patents (1976-2016). (1) Given the reactants Cl[S:2]([C:5]1[CH:6]=[C:7]([CH:11]=[CH:12][CH:13]=1)[C:8](Cl)=[O:9])(=[O:4])=[O:3].[CH2:14]1[NH:19][CH2:18][CH2:17][N:16]2[CH2:20][CH2:21][CH2:22][C@@H:15]12.[F:23][C:24]1[CH:30]=[CH:29][CH:28]=[CH:27][C:25]=1[NH2:26], predict the reaction product. The product is: [F:23][C:24]1[CH:30]=[CH:29][CH:28]=[CH:27][C:25]=1[NH:26][S:2]([C:5]1[CH:13]=[CH:12][CH:11]=[C:7]([C:8]([N:19]2[CH2:18][CH2:17][N:16]3[CH2:20][CH2:21][CH2:22][C@H:15]3[CH2:14]2)=[O:9])[CH:6]=1)(=[O:4])=[O:3]. (2) Given the reactants [C:1]([O:5][C:6]([N:8]1[C@@H:13]([CH3:14])[CH2:12][N:11]2[N:15]=[CH:16][C:17]([N:18]3[CH2:23][C:22]([CH3:27])([C:24](O)=[O:25])[CH2:21][O:20][C:19]3=[O:28])=[C:10]2[CH2:9]1)=[O:7])([CH3:4])([CH3:3])[CH3:2].[NH:29]1[CH2:34][CH2:33][O:32][CH2:31][CH2:30]1.CCN(C(C)C)C(C)C.CN(C(ON1N=NC2C=CC=NC1=2)=[N+](C)C)C.F[P-](F)(F)(F)(F)F, predict the reaction product. The product is: [CH3:14][C@H:13]1[CH2:12][N:11]2[N:15]=[CH:16][C:17]([N:18]3[CH2:23][C:22]([CH3:27])([C:24]([N:29]4[CH2:34][CH2:33][O:32][CH2:31][CH2:30]4)=[O:25])[CH2:21][O:20][C:19]3=[O:28])=[C:10]2[CH2:9][N:8]1[C:6]([O:5][C:1]([CH3:4])([CH3:2])[CH3:3])=[O:7]. (3) Given the reactants [CH2:1]([O:3][C:4](=[O:23])[CH2:5][C:6]([N:8]([CH2:16][C:17]1[CH:22]=[CH:21][CH:20]=[CH:19][CH:18]=1)[CH2:9][CH2:10][C:11]([O:13]CC)=O)=[O:7])C.COC(=O)CC(N(CC1C=CC=CC=1)CCC(OCC)=O)=O.C[O-].[Na+].S(=O)(=O)(O)O, predict the reaction product. The product is: [CH3:1][O:3][C:4]([CH:5]1[C:11](=[O:13])[CH2:10][CH2:9][N:8]([CH2:16][C:17]2[CH:18]=[CH:19][CH:20]=[CH:21][CH:22]=2)[C:6]1=[O:7])=[O:23]. (4) Given the reactants C(Cl)(=O)C1C=CC=C(C(Cl)=O)C=1.[CH3:13][O:14][C:15](=[O:26])[C:16]1[CH:25]=[CH:24][CH:23]=[C:18]([C:19]([O:21]C)=[O:20])[CH:17]=1.O[Li].O, predict the reaction product. The product is: [CH3:13][O:14][C:15](=[O:26])[C:16]1[CH:25]=[CH:24][CH:23]=[C:18]([C:19]([OH:21])=[O:20])[CH:17]=1. (5) The product is: [CH2:1]([O:3][C:4]([C:6]1[O:10][N:9]=[C:8]([CH2:11][CH2:12][OH:13])[CH:7]=1)=[O:5])[CH3:2]. Given the reactants [CH2:1]([O:3][C:4]([C:6]1[O:10][N:9]=[C:8]([CH2:11][CH2:12][O:13][Si](C(C)(C)C)(C)C)[CH:7]=1)=[O:5])[CH3:2].CCCC[N+](CCCC)(CCCC)CCCC.[F-], predict the reaction product. (6) Given the reactants C([O:5][C:6](=O)[NH:7][CH:8]1[CH2:13][CH2:12][N:11]([S:14]([C:17]2[CH:22]=[CH:21][C:20]([CH2:23][NH:24][C:25](=[O:33])[CH2:26][C:27]3[CH:32]=[CH:31][CH:30]=[CH:29][CH:28]=3)=[CH:19][CH:18]=2)(=[O:16])=[O:15])[CH2:10][CH2:9]1)(C)(C)C.Cl.[CH:36](N(C(C)C)CC)(C)[CH3:37].C(Cl)(=O)C=C, predict the reaction product. The product is: [C:27]1([CH2:26][C:25]([NH:24][CH2:23][C:20]2[CH:19]=[CH:18][C:17]([S:14]([N:11]3[CH2:10][CH2:9][CH:8]([NH:7][C:6](=[O:5])[CH:36]=[CH2:37])[CH2:13][CH2:12]3)(=[O:15])=[O:16])=[CH:22][CH:21]=2)=[O:33])[CH:32]=[CH:31][CH:30]=[CH:29][CH:28]=1. (7) Given the reactants [CH3:1][O:2][CH2:3][CH2:4][O:5][C:6]1[CH:11]=[CH:10][N:9]2[C:12]([C:15]([OH:17])=O)=[CH:13][N:14]=[C:8]2[CH:7]=1.C(N(CC)CC)C.ClC1C=C(Cl)C=C(Cl)C=1C(Cl)=O.[NH2:37][C:38]1[CH:46]=[CH:45][CH:44]=[C:43]2[C:39]=1[CH:40]=[N:41][N:42]2[CH2:47][C:48]1[CH:49]=[C:50]([CH:55]=[CH:56][CH:57]=1)[C:51]([O:53][CH3:54])=[O:52], predict the reaction product. The product is: [CH3:1][O:2][CH2:3][CH2:4][O:5][C:6]1[CH:11]=[CH:10][N:9]2[C:12]([C:15]([NH:37][C:38]3[CH:46]=[CH:45][CH:44]=[C:43]4[C:39]=3[CH:40]=[N:41][N:42]4[CH2:47][C:48]3[CH:49]=[C:50]([CH:55]=[CH:56][CH:57]=3)[C:51]([O:53][CH3:54])=[O:52])=[O:17])=[CH:13][N:14]=[C:8]2[CH:7]=1.